The task is: Predict the product of the given reaction.. This data is from Forward reaction prediction with 1.9M reactions from USPTO patents (1976-2016). (1) Given the reactants [CH3:1][O:2][C:3]([C:5]1[NH:6][C:7]2[C:12]([CH:13]=1)=[CH:11][CH:10]=[CH:9][CH:8]=2)=[O:4].[OH-].[K+].[I:16]I.[O-]S([O-])=O.[Na+].[Na+], predict the reaction product. The product is: [CH3:1][O:2][C:3]([C:5]1[NH:6][C:7]2[C:12]([C:13]=1[I:16])=[CH:11][CH:10]=[CH:9][CH:8]=2)=[O:4]. (2) Given the reactants [H-].[Na+].[O:3]=[C:4]1[CH2:10][CH2:9][N:8]([C:11]([O:13][C:14]([CH3:17])([CH3:16])[CH3:15])=[O:12])[CH2:7][CH2:6][NH:5]1.[CH2:18](Br)[C:19]1[CH:24]=[CH:23][CH:22]=[CH:21][CH:20]=1, predict the reaction product. The product is: [CH2:18]([N:5]1[C:4](=[O:3])[CH2:10][CH2:9][N:8]([C:11]([O:13][C:14]([CH3:17])([CH3:16])[CH3:15])=[O:12])[CH2:7][CH2:6]1)[C:19]1[CH:24]=[CH:23][CH:22]=[CH:21][CH:20]=1. (3) Given the reactants C(OC([N:8]([CH2:16][C:17]1[CH:22]=[CH:21][C:20]([C:23]#[N:24])=[CH:19][CH:18]=1)C(OC(C)(C)C)=O)=O)(C)(C)C.FC(F)(F)C(O)=O, predict the reaction product. The product is: [NH2:24][CH2:23][C:20]1[CH:21]=[CH:22][C:17]([C:16]#[N:8])=[CH:18][CH:19]=1. (4) The product is: [C:20]([O:19][C:17]([N:12]1[CH2:13][CH2:14][C:5](=[CH2:6])[CH2:8][CH:15]1[CH3:16])=[O:18])([CH3:23])([CH3:22])[CH3:21]. Given the reactants ClC(O[CH:5](Cl)[CH3:6])=O.[CH3:8]O.C([N:12]([CH2:15][CH3:16])[CH2:13][CH3:14])C.[C:17](OC([O-])=O)([O:19][C:20]([CH3:23])([CH3:22])[CH3:21])=[O:18], predict the reaction product. (5) Given the reactants [C:1]([CH2:3][CH2:4][N:5]1[C:9]([OH:10])=[C:8]([CH2:11][C:12]2[CH:20]=[CH:19][C:15]([C:16]([OH:18])=O)=[CH:14][CH:13]=2)[C:7]([CH:21]([CH3:23])[CH3:22])=[N:6]1)#[N:2].Cl.N[C@H:26]([C:28]([NH2:30])=[O:29])[CH3:27].C([N:34](CC)C(C)C)(C)C.ON1C2C=CC=CC=2N=N1.Cl.C(N=C=NCCCN(C)C)C, predict the reaction product. The product is: [C:28]([CH2:26][CH2:27][NH:34][C:16](=[O:18])[C:15]1[CH:14]=[CH:13][C:12]([CH2:11][C:8]2[C:7]([CH:21]([CH3:23])[CH3:22])=[N:6][N:5]([CH2:4][CH2:3][C:1]#[N:2])[C:9]=2[OH:10])=[CH:20][CH:19]=1)(=[O:29])[NH2:30]. (6) Given the reactants Cl.[CH:2]([C:5]1[CH:6]=[C:7]([C@@H:11]([NH2:13])[CH3:12])[CH:8]=[CH:9][CH:10]=1)([CH3:4])[CH3:3].[CH3:14][O:15][C:16](=[O:41])[C@H:17]([O:19][C:20]1[CH:21]=[C:22]([CH:38]=[CH:39][CH:40]=1)[CH2:23][N:24]1[C:32]2[C:27](=[CH:28][C:29]([C:33](O)=[O:34])=[CH:30][CH:31]=2)[C:26]([CH3:36])=[C:25]1[CH3:37])[CH3:18], predict the reaction product. The product is: [CH:2]([C:5]1[CH:6]=[C:7]([C@@H:11]([NH:13][C:33]([C:29]2[CH:28]=[C:27]3[C:32](=[CH:31][CH:30]=2)[N:24]([CH2:23][C:22]2[CH:21]=[C:20]([CH:40]=[CH:39][CH:38]=2)[O:19][C@H:17]([CH3:18])[C:16]([O:15][CH3:14])=[O:41])[C:25]([CH3:37])=[C:26]3[CH3:36])=[O:34])[CH3:12])[CH:8]=[CH:9][CH:10]=1)([CH3:4])[CH3:3]. (7) Given the reactants [CH:1]1([NH:6][C:7]2[C:12]([CH:13]=O)=[CH:11][N:10]=[C:9]([S:15][CH3:16])[N:8]=2)[CH2:5][CH2:4][CH2:3][CH2:2]1.C[Si]([N-][Si](C)(C)C)(C)C.[Li+].CCCCCC.[CH3:33][S:34](Cl)(=[O:36])=[O:35], predict the reaction product. The product is: [CH:1]1([N:6]2[C:7]3[C:12](=[CH:11][N:10]=[C:9]([S:15][CH3:16])[N:8]=3)[CH:13]=[CH:33][S:34]2(=[O:36])=[O:35])[CH2:5][CH2:4][CH2:3][CH2:2]1. (8) Given the reactants [N:1]1([S:7]([NH:10]C(=O)OCC2C=CC=CC=2)(=[O:9])=[O:8])[CH2:6][CH2:5][O:4][CH2:3][CH2:2]1.[H][H], predict the reaction product. The product is: [N:1]1([S:7]([NH2:10])(=[O:9])=[O:8])[CH2:6][CH2:5][O:4][CH2:3][CH2:2]1.